From a dataset of Full USPTO retrosynthesis dataset with 1.9M reactions from patents (1976-2016). Predict the reactants needed to synthesize the given product. (1) Given the product [O:17]1[C:21]2[CH:22]=[CH:23][CH:24]=[CH:25][C:20]=2[C:19]([NH:26][C:27]([N:29]2[CH2:34][CH2:33][N:32]([C:2]3[S:6][N:5]=[C:4]([CH:7]([CH3:9])[CH3:8])[N:3]=3)[CH2:31][CH2:30]2)=[O:28])=[N:18]1, predict the reactants needed to synthesize it. The reactants are: Cl[C:2]1[S:6][N:5]=[C:4]([CH:7]([CH3:9])[CH3:8])[N:3]=1.FC(F)(F)C(O)=O.[O:17]1[C:21]2[CH:22]=[CH:23][CH:24]=[CH:25][C:20]=2[C:19]([NH:26][C:27]([N:29]2[CH2:34][CH2:33][NH:32][CH2:31][CH2:30]2)=[O:28])=[N:18]1.C(N(CC)CC)C.O. (2) Given the product [Li:5][C:7]1[CH:12]=[CH:11][C:10]([CH3:13])=[CH:9][CH:8]=1.[CH3:2][C:1]1([CH3:4])[CH2:14][CH:15]=[C:16]([C:7]2[CH:12]=[CH:11][C:10]([CH3:13])=[CH:9][CH:8]=2)[C:17]2[CH:18]=[C:19]([N:33]=[N:34][C:35]3[CH:36]=[CH:37][C:38]([C:39]([O:41][CH2:42][CH3:43])=[O:40])=[CH:44][CH:45]=3)[CH:20]=[CH:21][C:3]1=2, predict the reactants needed to synthesize it. The reactants are: [C:1]([Li:5])([CH3:4])([CH3:3])[CH3:2].Br[C:7]1[CH:12]=[CH:11][C:10]([CH3:13])=[CH:9][CH:8]=1.[CH3:14][C:15]1(C)CC=C(OS(C(F)(F)F)(=O)=O)[C:21]2[CH:20]=[C:19]([N:33]=[N:34][C:35]3[CH:45]=[CH:44][C:38]([C:39]([O:41][CH2:42][CH3:43])=[O:40])=[CH:37][CH:36]=3)[CH:18]=[CH:17][C:16]1=2. (3) The reactants are: [C:1]([NH:6][NH:7][C:8]([CH:10]1[CH2:14][CH2:13][N:12]([C:15]([O:17][CH2:18][C:19]2[CH:24]=[CH:23][CH:22]=[CH:21][CH:20]=2)=[O:16])[CH2:11]1)=[O:9])(=O)[CH:2]([CH3:4])[CH3:3].P(Cl)(Cl)(Cl)=O. Given the product [CH:2]([C:1]1[O:9][C:8]([CH:10]2[CH2:14][CH2:13][N:12]([C:15]([O:17][CH2:18][C:19]3[CH:24]=[CH:23][CH:22]=[CH:21][CH:20]=3)=[O:16])[CH2:11]2)=[N:7][N:6]=1)([CH3:4])[CH3:3], predict the reactants needed to synthesize it. (4) Given the product [CH2:14]([NH:21][CH:9]1[CH2:8][CH2:7][C:6]2[C:11](=[CH:12][C:3]([O:2][CH3:1])=[CH:4][CH:5]=2)[CH2:10]1)[C:15]1[CH:20]=[CH:19][CH:18]=[CH:17][CH:16]=1, predict the reactants needed to synthesize it. The reactants are: [CH3:1][O:2][C:3]1[CH:12]=[C:11]2[C:6]([CH2:7][CH2:8][C:9](=O)[CH2:10]2)=[CH:5][CH:4]=1.[CH2:14]([NH2:21])[C:15]1[CH:20]=[CH:19][CH:18]=[CH:17][CH:16]=1.C(O[BH-](OC(=O)C)OC(=O)C)(=O)C.[Na+].CC(O)=O. (5) Given the product [Br:1][C:2]1[C:11]([O:12][CH2:13][C:14]2[NH:39][N:38]=[N:37][N:15]=2)=[CH:10][CH:9]=[C:8]2[C:3]=1[CH:4]=[CH:5][C:6]([CH2:16][N:17]([CH2:33][CH2:34][CH2:35][CH3:36])[C:18]([C:20]1[C:24]3[CH:25]=[CH:26][CH:27]=[CH:28][C:23]=3[O:22][C:21]=1[CH2:29][CH2:30][CH2:31][CH3:32])=[O:19])=[CH:7]2, predict the reactants needed to synthesize it. The reactants are: [Br:1][C:2]1[C:11]([O:12][CH2:13][C:14]#[N:15])=[CH:10][CH:9]=[C:8]2[C:3]=1[CH:4]=[CH:5][C:6]([CH2:16][N:17]([CH2:33][CH2:34][CH2:35][CH3:36])[C:18]([C:20]1[C:24]3[CH:25]=[CH:26][CH:27]=[CH:28][C:23]=3[O:22][C:21]=1[CH2:29][CH2:30][CH2:31][CH3:32])=[O:19])=[CH:7]2.[N-:37]=[N+:38]=[N-:39].[Na+].[Cl-].[NH4+].[OH-].[Na+]. (6) Given the product [CH2:43]([C@:3]1([CH2:27][CH2:28][CH2:29][CH2:30][B:31]2[O:35][C:34]([CH3:37])([CH3:36])[C:33]([CH3:39])([CH3:38])[O:32]2)[C:2](=[O:1])[O:7][C@@H:6]([C:8]2[CH:9]=[CH:10][CH:11]=[CH:12][CH:13]=2)[C@@H:5]([C:14]2[CH:19]=[CH:18][CH:17]=[CH:16][CH:15]=2)[N:4]1[C:20]([O:22][C:23]([CH3:26])([CH3:25])[CH3:24])=[O:21])[CH3:44], predict the reactants needed to synthesize it. The reactants are: [O:1]=[C:2]1[O:7][C@@H:6]([C:8]2[CH:13]=[CH:12][CH:11]=[CH:10][CH:9]=2)[C@@H:5]([C:14]2[CH:19]=[CH:18][CH:17]=[CH:16][CH:15]=2)[N:4]([C:20]([O:22][C:23]([CH3:26])([CH3:25])[CH3:24])=[O:21])[C@@H:3]1[CH2:27][CH2:28][CH2:29][CH2:30][B:31]1[O:35][C:34]([CH3:37])([CH3:36])[C:33]([CH3:39])([CH3:38])[O:32]1.CN([CH2:43][CH2:44]N(C)C)C.C(I)C.C[Si]([N-][Si](C)(C)C)(C)C.[K+].Cl. (7) The reactants are: Cl[CH2:2][CH2:3][O:4][C:5](=[O:30])[NH:6][CH2:7][CH:8]1[CH2:13][CH2:12][CH:11]([NH:14][C:15]2[S:16][C:17]3[CH2:24][CH2:23][CH2:22][C:21]4[CH:25]=[CH:26][C:27]([F:29])=[CH:28][C:20]=4[C:18]=3[N:19]=2)[CH2:10][CH2:9]1.[H-].[Na+].CCOC(C)=O.Cl. Given the product [F:29][C:27]1[CH:26]=[CH:25][C:21]2[CH2:22][CH2:23][CH2:24][C:17]3[S:16][C:15]([NH:14][CH:11]4[CH2:12][CH2:13][CH:8]([CH2:7][N:6]5[CH2:2][CH2:3][O:4][C:5]5=[O:30])[CH2:9][CH2:10]4)=[N:19][C:18]=3[C:20]=2[CH:28]=1, predict the reactants needed to synthesize it. (8) The reactants are: [CH2:1]([N:8]1[C:13](=[O:14])[C:12]2[C:15]([CH3:18])=[N:16][O:17][C:11]=2[N:10]=[C:9]1[CH:19](Br)[CH2:20][CH3:21])[C:2]1[CH:7]=[CH:6][CH:5]=[CH:4][CH:3]=1.[C:23](=O)([O-])[O-].[K+].[K+].C(OC(=O)N[CH2:36][CH2:37][CH2:38][NH2:39])(C)(C)C.O. Given the product [CH2:1]([N:8]1[C:13](=[O:14])[C:12]2[C:15]([CH3:18])=[N:16][O:17][C:11]=2[N:10]=[C:9]1[CH:19]([NH:39][CH2:38][CH2:37][CH2:36][CH3:23])[CH2:20][CH3:21])[C:2]1[CH:7]=[CH:6][CH:5]=[CH:4][CH:3]=1, predict the reactants needed to synthesize it. (9) Given the product [C:20]([O:19][C:18]([NH:17][CH2:16][C:6]1[C:7]([CH2:12][CH:13]([CH3:15])[CH3:14])=[N:8][C:9]2[C:4]([C:5]=1[C:25]1[CH:26]=[CH:27][C:28]([CH2:31][CH3:41])=[CH:29][CH:30]=1)=[CH:3][C:2]([O:1][CH2:33][CH2:34][CH2:35][C:36]([O:38][CH2:39][CH3:40])=[O:37])=[CH:11][CH:10]=2)=[O:24])([CH3:23])([CH3:21])[CH3:22], predict the reactants needed to synthesize it. The reactants are: [OH:1][C:2]1[CH:3]=[C:4]2[C:9](=[CH:10][CH:11]=1)[N:8]=[C:7]([CH2:12][CH:13]([CH3:15])[CH3:14])[C:6]([CH2:16][NH:17][C:18](=[O:24])[O:19][C:20]([CH3:23])([CH3:22])[CH3:21])=[C:5]2[C:25]1[CH:30]=[CH:29][C:28]([CH3:31])=[CH:27][CH:26]=1.Br[CH2:33][CH2:34][CH2:35][C:36]([O:38][CH2:39][CH3:40])=[O:37].[C:41](=O)([O-])[O-].[K+].[K+].CN(C)C=O. (10) Given the product [F:1][C:2]1[CH:11]=[C:10]([F:12])[CH:9]=[C:8]2[C:3]=1[C:4]([NH:20][C:21]1[CH:22]=[C:23]([N:28]3[CH2:33][CH2:32][O:31][CH2:30][CH2:29]3)[N:24]=[CH:25][C:26]=1[C:39]1[CH:38]=[N:37][C:36]([O:50][CH3:51])=[C:35]([F:34])[CH:40]=1)=[C:5]([CH3:19])[C:6]([C:13]1[CH:18]=[CH:17][CH:16]=[CH:15][N:14]=1)=[N:7]2, predict the reactants needed to synthesize it. The reactants are: [F:1][C:2]1[CH:11]=[C:10]([F:12])[CH:9]=[C:8]2[C:3]=1[C:4]([NH:20][C:21]1[C:26](I)=[CH:25][N:24]=[C:23]([N:28]3[CH2:33][CH2:32][O:31][CH2:30][CH2:29]3)[CH:22]=1)=[C:5]([CH3:19])[C:6]([C:13]1[CH:18]=[CH:17][CH:16]=[CH:15][N:14]=1)=[N:7]2.[F:34][C:35]1[C:36]([O:50][CH3:51])=[N:37][CH:38]=[C:39](B2OC(C)(C)C(C)(C)O2)[CH:40]=1.C1(P(C2CCCCC2)C2CCCCC2)CCCCC1.[O-]P([O-])([O-])=O.[K+].[K+].[K+].